Dataset: Experimentally validated miRNA-target interactions with 360,000+ pairs, plus equal number of negative samples. Task: Binary Classification. Given a miRNA mature sequence and a target amino acid sequence, predict their likelihood of interaction. (1) The miRNA is hsa-miR-1273c with sequence GGCGACAAAACGAGACCCUGUC. Result: 0 (no interaction). The protein sequence of the target gene is MEVKRLKVTELRSELQRRGLDSRGLKMDLAQRLQEALDAEMLEDEAGVGGAGPGGACKAEPRPVAASGGGPGGDEEEEDDDEEEDEEALLEDEDEEPPPAQALGQAAQPPPEPPETSAMEAESEASDTPAEATAGSGGVNGGEEHDNGKGEEDGPEERSGDETPGSEAPGDKAVEEQGDDQDSEKSKPAGSDGERRGVKRQRDEKDEHGRAYYEFREEAYHSRSKSPPPPEEEAKDEEEDQTLVNLDTYTSDLHFQISKDRYGGQPLFSEKFPTLWSGARSTYGVTKGKVCFEAKVTQNL.... (2) The miRNA is mmu-miR-709 with sequence GGAGGCAGAGGCAGGAGGA. The protein sequence of the target gene is MPKRKVTFQGVGDEDGEDEISVPKKKLVDPVAAAGGPGSRFKGKHSLDSDEEDDDEEGSSKYDILASEDVEGQEAATLPSEGGVRITPFNLQEEMEEGHFDADGNYFLNQDAQIRDSWLDNIDWVRIKERPPDKHQVSDSEEEDSLGQTPMSAQALLEGLLELLLPRETVAGALRRLGARGGGKGSNSKGTGRPNSPQRLDRLSGLADQMVARGNLGVYQETRERLAMRLKGLGCRAQGSHDPTPPPSLDMFAEEVAEGELETPTPTQREEAESAGDGLMDVMWEYKWENTGDAELYGPF.... Result: 1 (interaction). (3) The protein sequence of the target gene is MDLAQPSQPVDELELSVLERQPEENTPLNGADKVFPSLDEEVPPAEANKESPWSSCNKNVVGRCKLWMIITSIFLGVITVIIIGLCLAAVTYVDEDENEILELSSNKTFFIMLKIPEECVAEEELPHLLTERLTDVYSTSPSLGRYFTSVEIVDFSGENATVTYDLQFGVPSDDENFMKYMMSEELVLGILLQDFRDQNIPGCESLGLDPTSLLLYE. Result: 1 (interaction). The miRNA is hsa-miR-3674 with sequence AUUGUAGAACCUAAGAUUGGCC.